The task is: Binary Classification. Given a drug SMILES string, predict its activity (active/inactive) in a high-throughput screening assay against a specified biological target.. This data is from KCNQ2 potassium channel screen with 302,405 compounds. The drug is O1c2c(OC1)ccc(NC(=O)/C=C\c1occc1)c2. The result is 0 (inactive).